From a dataset of Catalyst prediction with 721,799 reactions and 888 catalyst types from USPTO. Predict which catalyst facilitates the given reaction. (1) Reactant: O[N:2]1C2C=CC=CC=2N=N1.CCN=C=NCCCN(C)C.Cl.Cl.C(N(CC)C(C)C)(C)C.[C:33]([O:37][C:38]([N:40]1[CH2:45][CH2:44][CH2:43][CH:42]([C:46]2[CH:51]=[CH:50][C:49]([NH:52][C:53]3[N:58]=[C:57]([CH2:59][CH2:60][C:61]4[C:66]([CH2:67][C:68](O)=[O:69])=[CH:65][CH:64]=[CH:63][N:62]=4)[C:56]([C:71]([F:74])([F:73])[F:72])=[CH:55][N:54]=3)=[CH:48][CH:47]=2)[CH2:41]1)=[O:39])([CH3:36])([CH3:35])[CH3:34].C(=O)([O-])[O-].[NH4+].[NH4+]. Product: [NH2:2][C:68](=[O:69])[CH2:67][C:66]1[C:61]([CH2:60][CH2:59][C:57]2[C:56]([C:71]([F:73])([F:74])[F:72])=[CH:55][N:54]=[C:53]([NH:52][C:49]3[CH:48]=[CH:47][C:46]([CH:42]4[CH2:43][CH2:44][CH2:45][N:40]([C:38]([O:37][C:33]([CH3:35])([CH3:34])[CH3:36])=[O:39])[CH2:41]4)=[CH:51][CH:50]=3)[N:58]=2)=[N:62][CH:63]=[CH:64][CH:65]=1. The catalyst class is: 3. (2) Reactant: [N:1]1[CH:6]=[CH:5][C:4]([CH2:7][CH2:8][C:9]2[C:17]3[C:12](=[CH:13][CH:14]=[CH:15][CH:16]=3)[NH:11][CH:10]=2)=[CH:3][CH:2]=1.[CH3:18][N:19]([CH3:32])[C:20]1([C:27]2[S:28][CH:29]=[CH:30][CH:31]=2)[CH2:25][CH2:24][C:23](=O)[CH2:22][CH2:21]1.FC(F)(F)S(O)(=O)=O. Product: [CH3:18][N:19]([CH3:32])[C:20]1([C:27]2[S:28][CH:29]=[CH:30][CH:31]=2)[CH2:25][CH2:24][C:23]([C:10]2[NH:11][C:12]3[C:17]([C:9]=2[CH2:8][CH2:7][C:4]2[CH:3]=[CH:2][N:1]=[CH:6][CH:5]=2)=[CH:16][CH:15]=[CH:14][CH:13]=3)([C:10]2[NH:11][C:12]3[C:17]([C:9]=2[CH2:8][CH2:7][C:4]2[CH:5]=[CH:6][N:1]=[CH:2][CH:3]=2)=[CH:16][CH:15]=[CH:14][CH:13]=3)[CH2:22][CH2:21]1. The catalyst class is: 4.